Dataset: Catalyst prediction with 721,799 reactions and 888 catalyst types from USPTO. Task: Predict which catalyst facilitates the given reaction. The catalyst class is: 187. Reactant: Br[C:2]1[C:11]2[C:6](=[CH:7][C:8]([O:14][CH3:15])=[C:9]([O:12][CH3:13])[CH:10]=2)[N:5]=[N:4][CH:3]=1.[C:16]1([CH:22]2[CH2:26][CH2:25][NH:24][CH2:23]2)[CH:21]=[CH:20][CH:19]=[CH:18][CH:17]=1.CC1(C)C2C=CC=C(P(C3C=CC=CC=3)C3C=CC=CC=3)C=2OC2C1=CC=CC=2P(C1C=CC=CC=1)C1C=CC=CC=1.CC(C)([O-])C.[Na+].Cl. Product: [CH3:13][O:12][C:9]1[CH:10]=[C:11]2[C:6](=[CH:7][C:8]=1[O:14][CH3:15])[N:5]=[N:4][CH:3]=[C:2]2[N:24]1[CH2:25][CH2:26][CH:22]([C:16]2[CH:21]=[CH:20][CH:19]=[CH:18][CH:17]=2)[CH2:23]1.